From a dataset of Merck oncology drug combination screen with 23,052 pairs across 39 cell lines. Regression. Given two drug SMILES strings and cell line genomic features, predict the synergy score measuring deviation from expected non-interaction effect. (1) Drug 1: COC12C(COC(N)=O)C3=C(C(=O)C(C)=C(N)C3=O)N1CC1NC12. Drug 2: C#Cc1cccc(Nc2ncnc3cc(OCCOC)c(OCCOC)cc23)c1. Cell line: UWB1289. Synergy scores: synergy=-3.49. (2) Drug 2: N#Cc1ccc(Cn2cncc2CN2CCN(c3cccc(Cl)c3)C(=O)C2)cc1. Drug 1: CC(=O)OC1C(=O)C2(C)C(O)CC3OCC3(OC(C)=O)C2C(OC(=O)c2ccccc2)C2(O)CC(OC(=O)C(O)C(NC(=O)c3ccccc3)c3ccccc3)C(C)=C1C2(C)C. Cell line: RKO. Synergy scores: synergy=8.06. (3) Drug 1: CS(=O)(=O)CCNCc1ccc(-c2ccc3ncnc(Nc4ccc(OCc5cccc(F)c5)c(Cl)c4)c3c2)o1. Drug 2: CNC(=O)c1cc(Oc2ccc(NC(=O)Nc3ccc(Cl)c(C(F)(F)F)c3)cc2)ccn1. Cell line: A2780. Synergy scores: synergy=5.65. (4) Drug 1: O=P1(N(CCCl)CCCl)NCCCO1. Drug 2: O=C(O)C1(Cc2cccc(Nc3nccs3)n2)CCC(Oc2cccc(Cl)c2F)CC1. Cell line: SKMEL30. Synergy scores: synergy=20.0. (5) Drug 1: CC(=O)OC1C(=O)C2(C)C(O)CC3OCC3(OC(C)=O)C2C(OC(=O)c2ccccc2)C2(O)CC(OC(=O)C(O)C(NC(=O)c3ccccc3)c3ccccc3)C(C)=C1C2(C)C. Drug 2: COC1=C2CC(C)CC(OC)C(O)C(C)C=C(C)C(OC(N)=O)C(OC)C=CC=C(C)C(=O)NC(=CC1=O)C2=O. Cell line: SW837. Synergy scores: synergy=-18.0. (6) Drug 1: COC1CC2CCC(C)C(O)(O2)C(=O)C(=O)N2CCCCC2C(=O)OC(C(C)CC2CCC(OP(C)(C)=O)C(OC)C2)CC(=O)C(C)C=C(C)C(O)C(OC)C(=O)C(C)CC(C)C=CC=CC=C1C. Drug 2: CCc1c2c(nc3ccc(O)cc13)-c1cc3c(c(=O)n1C2)COC(=O)C3(O)CC. Cell line: SKOV3. Synergy scores: synergy=21.1.